Dataset: Forward reaction prediction with 1.9M reactions from USPTO patents (1976-2016). Task: Predict the product of the given reaction. (1) Given the reactants [F:1][C:2]1[CH:3]=[C:4]([CH:8]=[CH:9][C:10]([NH:12][C@H:13]([C:23]([O:25]C)=[O:24])[CH2:14][C:15]2[CH:20]=[CH:19][C:18]([O:21][CH3:22])=[CH:17][CH:16]=2)=[O:11])[CH:5]=[CH:6][CH:7]=1.[OH-].[Na+], predict the reaction product. The product is: [F:1][C:2]1[CH:3]=[C:4]([CH:8]=[CH:9][C:10]([NH:12][C@H:13]([C:23]([OH:25])=[O:24])[CH2:14][C:15]2[CH:16]=[CH:17][C:18]([O:21][CH3:22])=[CH:19][CH:20]=2)=[O:11])[CH:5]=[CH:6][CH:7]=1. (2) Given the reactants [CH:1]1([N:4]2[C:8]([C:9]([F:12])([F:11])[F:10])=[C:7]([C:13]([OH:15])=O)[CH:6]=[N:5]2)[CH2:3][CH2:2]1.CCN(C(C)C)C(C)C.[B-](F)(F)(F)F.CN(C(ON1C(=O)CCC1=O)=[N+](C)C)C.[NH2:45][CH:46]1[CH:53]2[CH2:54][C:49]3([OH:56])[CH2:50][CH:51]([CH2:55][CH:47]1[CH2:48]3)[CH2:52]2, predict the reaction product. The product is: [OH:56][C:49]12[CH2:54][CH:53]3[CH2:52][CH:51]([CH2:55][CH:47]([CH:46]3[NH:45][C:13]([C:7]3[CH:6]=[N:5][N:4]([CH:1]4[CH2:2][CH2:3]4)[C:8]=3[C:9]([F:10])([F:11])[F:12])=[O:15])[CH2:48]1)[CH2:50]2. (3) Given the reactants [CH2:1]([C:3]1[N:8]=[CH:7][N:6]=[C:5](O)[C:4]=1[F:10])[CH3:2].P(Cl)(Cl)([Cl:13])=O, predict the reaction product. The product is: [Cl:13][C:5]1[C:4]([F:10])=[C:3]([CH2:1][CH3:2])[N:8]=[CH:7][N:6]=1. (4) Given the reactants [C:12]([O:11][C:9](O[C:9]([O:11][C:12]([CH3:15])([CH3:14])[CH3:13])=[O:10])=[O:10])([CH3:15])([CH3:14])[CH3:13].[NH:16]1[C:24]2[C:19](=[N:20][CH:21]=[CH:22][CH:23]=2)[C:18]([N:25]2[CH2:30][CH2:29][CH:28]([NH2:31])[CH2:27][CH2:26]2)=[CH:17]1.C(N(CC)CC)C, predict the reaction product. The product is: [NH:16]1[C:24]2[C:19](=[N:20][CH:21]=[CH:22][CH:23]=2)[C:18]([N:25]2[CH2:30][CH2:29][CH:28]([NH:31][C:9](=[O:10])[O:11][C:12]([CH3:13])([CH3:14])[CH3:15])[CH2:27][CH2:26]2)=[CH:17]1. (5) Given the reactants [CH2:1]([N:3]([CH2:13][CH3:14])[C:4]([C:6]1[CH:11]=[CH:10][C:9](I)=[CH:8][CH:7]=1)=[O:5])[CH3:2].[CH3:15][O:16][C:17]1[CH:22]=[CH:21][CH:20]=[CH:19][C:18]=1OB(O)O.C(=O)([O-])[O-].[Na+].[Na+], predict the reaction product. The product is: [CH2:1]([N:3]([CH2:13][CH3:14])[C:4]([C:6]1[CH:11]=[CH:10][C:9]([C:18]2[CH:19]=[CH:20][CH:21]=[CH:22][C:17]=2[O:16][CH3:15])=[CH:8][CH:7]=1)=[O:5])[CH3:2].